Dataset: CYP2C19 inhibition data for predicting drug metabolism from PubChem BioAssay. Task: Regression/Classification. Given a drug SMILES string, predict its absorption, distribution, metabolism, or excretion properties. Task type varies by dataset: regression for continuous measurements (e.g., permeability, clearance, half-life) or binary classification for categorical outcomes (e.g., BBB penetration, CYP inhibition). Dataset: cyp2c19_veith. (1) The drug is COc1ccc(-c2nc3cnc(Nc4ccccc4)nc3n(CCC#N)c2=O)cc1. The result is 0 (non-inhibitor). (2) The compound is O=C(O)c1ccc2c(c1C(=O)O)C(=O)OC2(c1ccc(O)cc1)c1ccc(O)cc1. The result is 0 (non-inhibitor). (3) The result is 1 (inhibitor). The compound is CC(C)n1cc(/C=C2/SC(=O)N(CC(=O)Nc3ccc4c(c3)OCO4)C2=O)c2ccccc21. (4) The molecule is c1ccc2c(c1)ncn2-c1ccc(-c2ccnc(-c3ccncc3)n2)cc1. The result is 1 (inhibitor).